Dataset: NCI-60 drug combinations with 297,098 pairs across 59 cell lines. Task: Regression. Given two drug SMILES strings and cell line genomic features, predict the synergy score measuring deviation from expected non-interaction effect. (1) Drug 1: CC12CCC3C(C1CCC2O)C(CC4=C3C=CC(=C4)O)CCCCCCCCCS(=O)CCCC(C(F)(F)F)(F)F. Drug 2: CC1=C(C(=O)C2=C(C1=O)N3CC4C(C3(C2COC(=O)N)OC)N4)N. Cell line: SK-OV-3. Synergy scores: CSS=21.1, Synergy_ZIP=-1.06, Synergy_Bliss=0.998, Synergy_Loewe=-25.4, Synergy_HSA=-0.417. (2) Drug 1: CCCS(=O)(=O)NC1=C(C(=C(C=C1)F)C(=O)C2=CNC3=C2C=C(C=N3)C4=CC=C(C=C4)Cl)F. Drug 2: C1C(C(OC1N2C=NC(=NC2=O)N)CO)O. Cell line: NCI-H226. Synergy scores: CSS=0.945, Synergy_ZIP=1.06, Synergy_Bliss=2.13, Synergy_Loewe=-2.78, Synergy_HSA=-2.31. (3) Drug 1: C1=CC(=CC=C1C#N)C(C2=CC=C(C=C2)C#N)N3C=NC=N3. Drug 2: CCN(CC)CCCC(C)NC1=C2C=C(C=CC2=NC3=C1C=CC(=C3)Cl)OC. Cell line: ACHN. Synergy scores: CSS=8.96, Synergy_ZIP=-3.29, Synergy_Bliss=-2.36, Synergy_Loewe=-4.66, Synergy_HSA=-3.37. (4) Drug 1: CC(C1=C(C=CC(=C1Cl)F)Cl)OC2=C(N=CC(=C2)C3=CN(N=C3)C4CCNCC4)N. Drug 2: C1C(C(OC1N2C=NC(=NC2=O)N)CO)O. Cell line: SK-MEL-28. Synergy scores: CSS=-6.70, Synergy_ZIP=0.618, Synergy_Bliss=-3.84, Synergy_Loewe=-9.84, Synergy_HSA=-9.16. (5) Drug 1: C1CCC(CC1)NC(=O)N(CCCl)N=O. Drug 2: B(C(CC(C)C)NC(=O)C(CC1=CC=CC=C1)NC(=O)C2=NC=CN=C2)(O)O. Cell line: HS 578T. Synergy scores: CSS=7.94, Synergy_ZIP=-3.11, Synergy_Bliss=-1.67, Synergy_Loewe=-3.61, Synergy_HSA=-3.33. (6) Drug 1: C1=CC(=CC=C1CCC2=CNC3=C2C(=O)NC(=N3)N)C(=O)NC(CCC(=O)O)C(=O)O. Drug 2: COC1=NC(=NC2=C1N=CN2C3C(C(C(O3)CO)O)O)N. Cell line: UO-31. Synergy scores: CSS=22.4, Synergy_ZIP=-10.1, Synergy_Bliss=-1.43, Synergy_Loewe=-11.6, Synergy_HSA=-0.612. (7) Drug 1: CN1CCC(CC1)COC2=C(C=C3C(=C2)N=CN=C3NC4=C(C=C(C=C4)Br)F)OC. Drug 2: CC1=C(C(=O)C2=C(C1=O)N3CC4C(C3(C2COC(=O)N)OC)N4)N. Cell line: SK-OV-3. Synergy scores: CSS=24.5, Synergy_ZIP=-8.43, Synergy_Bliss=3.99, Synergy_Loewe=1.83, Synergy_HSA=6.06. (8) Drug 1: CCC1=CC2CC(C3=C(CN(C2)C1)C4=CC=CC=C4N3)(C5=C(C=C6C(=C5)C78CCN9C7C(C=CC9)(C(C(C8N6C)(C(=O)OC)O)OC(=O)C)CC)OC)C(=O)OC.C(C(C(=O)O)O)(C(=O)O)O. Drug 2: CCC1=C2CN3C(=CC4=C(C3=O)COC(=O)C4(CC)O)C2=NC5=C1C=C(C=C5)O. Cell line: A549. Synergy scores: CSS=60.4, Synergy_ZIP=-3.97, Synergy_Bliss=-1.96, Synergy_Loewe=-10.7, Synergy_HSA=1.12. (9) Drug 1: COC1=CC(=CC(=C1O)OC)C2C3C(COC3=O)C(C4=CC5=C(C=C24)OCO5)OC6C(C(C7C(O6)COC(O7)C8=CC=CS8)O)O. Drug 2: CC12CCC3C(C1CCC2OP(=O)(O)O)CCC4=C3C=CC(=C4)OC(=O)N(CCCl)CCCl.[Na+]. Cell line: K-562. Synergy scores: CSS=47.0, Synergy_ZIP=5.16, Synergy_Bliss=5.18, Synergy_Loewe=-35.9, Synergy_HSA=6.66. (10) Drug 1: CCN(CC)CCNC(=O)C1=C(NC(=C1C)C=C2C3=C(C=CC(=C3)F)NC2=O)C. Drug 2: C1C(C(OC1N2C=NC3=C2NC=NCC3O)CO)O. Cell line: TK-10. Synergy scores: CSS=-9.56, Synergy_ZIP=3.56, Synergy_Bliss=-1.83, Synergy_Loewe=-5.57, Synergy_HSA=-7.27.